This data is from Full USPTO retrosynthesis dataset with 1.9M reactions from patents (1976-2016). The task is: Predict the reactants needed to synthesize the given product. (1) Given the product [C:1]([C:5]1[O:9][N:8]=[C:7]([NH:10][C:11]([NH:13][C:14]2[CH:19]=[CH:18][CH:17]=[C:16]([S:20][C:33]3[C:41]4[C:40](=[CH:45][C:44]([O:24][CH3:21])=[C:43]([O:51][CH2:50][CH3:49])[CH:42]=4)[N:39]=[CH:37][N:36]=3)[CH:15]=2)=[O:12])[CH:6]=1)([CH3:4])([CH3:2])[CH3:3], predict the reactants needed to synthesize it. The reactants are: [C:1]([C:5]1[O:9][N:8]=[C:7]([NH:10][C:11]([NH:13][C:14]2[CH:19]=[CH:18][CH:17]=[C:16]([SH:20])[CH:15]=2)=[O:12])[CH:6]=1)([CH3:4])([CH3:3])[CH3:2].[C:21](=[O:24])([O-])[O-].[Cs+].[Cs+].C(C1ON=[C:33]([NH:36][C:37]([NH:39][C:40]2[CH:45]=[CH:44][C:43](Cl)=[C:42](O)[CH:41]=2)=O)C=1)(C)(C)C.C1C[O:51][CH2:50][CH2:49]1. (2) Given the product [F:1][C:2]1[CH:3]=[C:4]([CH2:8][CH2:9][NH:10][C:12]2[S:11][CH2:17][C:15](=[O:16])[N:14]=2)[CH:5]=[CH:6][CH:7]=1, predict the reactants needed to synthesize it. The reactants are: [F:1][C:2]1[CH:3]=[C:4]([CH2:8][CH2:9][NH2:10])[CH:5]=[CH:6][CH:7]=1.[S:11]1[CH2:17][C:15](=[O:16])[NH:14][C:12]1=S.CCN(C(C)C)C(C)C. (3) Given the product [S:51]1[C:52]2[CH:58]=[CH:57][CH:56]=[CH:55][C:53]=2[N:54]=[C:50]1[C:46]1[CH:45]=[C:44]([C:2]2[C:3]([N:22]([CH3:27])[S:23]([CH3:26])(=[O:24])=[O:25])=[CH:4][C:5]3[O:9][C:8]([C:10]4[CH:11]=[CH:12][C:13]([F:16])=[CH:14][CH:15]=4)=[C:7]([C:17]([NH:19][CH3:20])=[O:18])[C:6]=3[CH:21]=2)[CH:49]=[CH:48][CH:47]=1, predict the reactants needed to synthesize it. The reactants are: Br[C:2]1[C:3]([N:22]([CH3:27])[S:23]([CH3:26])(=[O:25])=[O:24])=[CH:4][C:5]2[O:9][C:8]([C:10]3[CH:15]=[CH:14][C:13]([F:16])=[CH:12][CH:11]=3)=[C:7]([C:17]([NH:19][CH3:20])=[O:18])[C:6]=2[CH:21]=1.[O-]P([O-])([O-])=O.[K+].[K+].[K+].CC1(C)C(C)(C)OB([C:44]2[CH:45]=[C:46]([C:50]3[S:51][C:52]4[CH:58]=[CH:57][CH:56]=[CH:55][C:53]=4[N:54]=3)[CH:47]=[CH:48][CH:49]=2)O1. (4) Given the product [Cl:42][C:43]1[CH:50]=[C:49]([Cl:51])[CH:48]=[CH:47][C:44]=1[CH2:45][NH:46][C:17]([C:13]1[CH:12]=[C:11]2[C:16]([C:8]([N:5]3[CH2:4][CH2:3][N:2]([CH3:1])[CH2:7][CH2:6]3)=[N:9][NH:10]2)=[CH:15][CH:14]=1)=[O:19], predict the reactants needed to synthesize it. The reactants are: [CH3:1][N:2]1[CH2:7][CH2:6][N:5]([C:8]2[C:16]3[C:11](=[CH:12][C:13]([C:17]([O-:19])=O)=[CH:14][CH:15]=3)[NH:10][N:9]=2)[CH2:4][CH2:3]1.[Li+].C(Cl)CCl.C1C=CC2N(O)N=NC=2C=1.CCN(CC)CC.[Cl:42][C:43]1[CH:50]=[C:49]([Cl:51])[CH:48]=[CH:47][C:44]=1[CH2:45][NH2:46]. (5) Given the product [Br:1][C:2]1[CH:3]=[CH:4][C:5]([O:9][CH3:10])=[C:6]([O:8][CH:11]=[CH2:12])[CH:7]=1, predict the reactants needed to synthesize it. The reactants are: [Br:1][C:2]1[CH:3]=[CH:4][C:5]([O:9][CH3:10])=[C:6]([OH:8])[CH:7]=1.[C:11]1(C)C=CC(S(OCCCl)(=O)=O)=C[CH:12]=1.CC(C)([O-])C.[K+]. (6) The reactants are: Br[C:2]1[CH:3]=[C:4]2[C:9](=[CH:10][CH:11]=1)[NH:8][C:7](=O)[C:6]([C:13]1[CH:18]=[CH:17][CH:16]=[CH:15][CH:14]=1)=[C:5]2O.[CH3:20][O:21][C:22]1[CH:27]=[CH:26][C:25]([C:28]([C:30]2[CH:31]=[N:32][CH:33]=[CH:34][CH:35]=2)=[O:29])=[CH:24][CH:23]=1.[Cl:36]C1C=C(C(C2C=NC=CC=2)=O)C=CC=1. Given the product [Cl:36][C:5]1[C:4]2[C:9](=[CH:10][CH:11]=[C:2]([C:28]([C:25]3[CH:24]=[CH:23][C:22]([O:21][CH3:20])=[CH:27][CH:26]=3)([C:30]3[CH:31]=[N:32][CH:33]=[CH:34][CH:35]=3)[OH:29])[CH:3]=2)[N:8]=[CH:7][C:6]=1[C:13]1[CH:18]=[CH:17][CH:16]=[CH:15][CH:14]=1, predict the reactants needed to synthesize it. (7) Given the product [Br-:1].[OH:12][CH:13]1[CH2:17][CH2:16][N@@+:15]([CH3:18])([CH2:2][C:3](=[O:4])[NH:5][C:6]2[N:7]=[N:8][CH:9]=[CH:10][CH:11]=2)[CH2:14]1, predict the reactants needed to synthesize it. The reactants are: [Br:1][CH2:2][C:3]([NH:5][C:6]1[N:7]=[N:8][CH:9]=[CH:10][CH:11]=1)=[O:4].[OH:12][C@@H:13]1[CH2:17][CH2:16][N:15]([CH3:18])[CH2:14]1.